This data is from Reaction yield outcomes from USPTO patents with 853,638 reactions. The task is: Predict the reaction yield, written as a fraction of the theoretical maximum amount of product (1.0 means a 100% yield; for example, 0.34 means a 34% yield). The reactants are [CH3:1][NH:2][C:3](=[O:19])[C:4]1[CH:9]=[C:8]([N:10]2[CH2:15][CH2:14][O:13][CH2:12][CH2:11]2)[CH:7]=[CH:6][C:5]=1[N+:16]([O-])=O.[H][H]. The catalyst is C(O)C.[Pd]. The product is [NH2:16][C:5]1[CH:6]=[CH:7][C:8]([N:10]2[CH2:11][CH2:12][O:13][CH2:14][CH2:15]2)=[CH:9][C:4]=1[C:3]([NH:2][CH3:1])=[O:19]. The yield is 1.00.